From a dataset of Full USPTO retrosynthesis dataset with 1.9M reactions from patents (1976-2016). Predict the reactants needed to synthesize the given product. (1) The reactants are: [Cl:1][C:2]1[CH:3]=[C:4]2[C:8](=[CH:9][CH:10]=1)[N:7]([S:11]([C:14]1[CH:19]=[CH:18][CH:17]=[CH:16][CH:15]=1)(=[O:13])=[O:12])[C:6]([C:20]([O:22][CH2:23][CH3:24])=[O:21])=[C:5]2[S:25]([OH:28])(=O)=[O:26].C(Cl)(=O)C([Cl:32])=O.CN(C)C=O. Given the product [Cl:1][C:2]1[CH:3]=[C:4]2[C:8](=[CH:9][CH:10]=1)[N:7]([S:11]([C:14]1[CH:19]=[CH:18][CH:17]=[CH:16][CH:15]=1)(=[O:13])=[O:12])[C:6]([C:20]([O:22][CH2:23][CH3:24])=[O:21])=[C:5]2[S:25]([Cl:32])(=[O:28])=[O:26], predict the reactants needed to synthesize it. (2) Given the product [Cl:1][C:2]1[S:6][C:5]([NH:7][C:8](=[O:10])[CH3:9])=[N:4][C:3]=1[C:11]#[N:12], predict the reactants needed to synthesize it. The reactants are: [Cl:1][C:2]1[S:6][C:5]([NH:7][C:8](=[O:10])[CH3:9])=[N:4][C:3]=1[CH:11]=[N:12]O. (3) Given the product [NH2:60][CH2:61][CH2:62][CH2:63][N:64]([CH:74]([C:78]1[N:79]([CH2:89][C:90]2[CH:91]=[CH:92][CH:93]=[CH:94][CH:95]=2)[C:80](=[O:88])[C:81]2[CH:87]=[CH:86][CH:85]=[N:84][C:82]=2[N:83]=1)[CH:75]([CH3:76])[CH3:77])[C:65](=[O:73])[C:66]1[CH:71]=[CH:70][C:69]([CH3:72])=[CH:68][CH:67]=1, predict the reactants needed to synthesize it. The reactants are: C(OC(=O)NCCCNC(C1N(CC2C=CC=CC=2)C(=O)C2C=CC=NC=2N=1)C(C)C)(C)(C)C.CCN(C(C)C)C(C)C.C1(C)C=CC(C(Cl)=O)=CC=1.C(OC(=O)[NH:60][CH2:61][CH2:62][CH2:63][N:64]([CH:74]([C:78]1[N:79]([CH2:89][C:90]2[CH:95]=[CH:94][CH:93]=[CH:92][CH:91]=2)[C:80](=[O:88])[C:81]2[CH:87]=[CH:86][CH:85]=[N:84][C:82]=2[N:83]=1)[CH:75]([CH3:77])[CH3:76])[C:65](=[O:73])[C:66]1[CH:71]=[CH:70][C:69]([CH3:72])=[CH:68][CH:67]=1)(C)(C)C.C(O)(C(F)(F)F)=O. (4) The reactants are: [NH2:1][C:2]1[CH:3]=[C:4](/[C:8](/[C:15]2[CH:20]=[CH:19][CH:18]=[CH:17][CH:16]=2)=[CH:9]\[C:10]([O:12]CC)=[O:11])[CH:5]=[CH:6][CH:7]=1.[CH3:21][O:22][C:23]1[CH:31]=[CH:30][C:26]([C:27](Cl)=[O:28])=[CH:25][CH:24]=1.Cl.C(OCC)(=O)C. Given the product [CH3:21][O:22][C:23]1[CH:31]=[CH:30][C:26]([C:27]([NH:1][C:2]2[CH:3]=[C:4](/[C:8](/[C:15]3[CH:16]=[CH:17][CH:18]=[CH:19][CH:20]=3)=[CH:9]\[C:10]([OH:12])=[O:11])[CH:5]=[CH:6][CH:7]=2)=[O:28])=[CH:25][CH:24]=1, predict the reactants needed to synthesize it. (5) Given the product [F:1][C:2]([F:32])([F:31])[C:3]1[CH:4]=[C:5]([CH:24]=[C:25]([C:27]([F:30])([F:29])[F:28])[CH:26]=1)[CH2:6][N:7]1[CH2:14][CH2:13][CH2:12][N:11]([CH3:15])[C:10]2[N:16]=[C:17]([S:21][CH3:22])[N:18]=[C:19]([C:35]3[CH:36]=[CH:37][CH:38]=[CH:39][C:34]=3[CH3:33])[C:9]=2[C:8]1=[O:23], predict the reactants needed to synthesize it. The reactants are: [F:1][C:2]([F:32])([F:31])[C:3]1[CH:4]=[C:5]([CH:24]=[C:25]([C:27]([F:30])([F:29])[F:28])[CH:26]=1)[CH2:6][N:7]1[CH2:14][CH2:13][CH2:12][N:11]([CH3:15])[C:10]2[N:16]=[C:17]([S:21][CH3:22])[N:18]=[C:19](Cl)[C:9]=2[C:8]1=[O:23].[CH3:33][C:34]1[CH:39]=[CH:38][CH:37]=[CH:36][C:35]=1OB(O)O. (6) Given the product [OH:2][C:3]1[CH:4]=[CH:5][C:6]([N:9]2[CH:13]=[C:12]([C:14]#[N:15])[CH:11]=[N:10]2)=[CH:7][CH:8]=1, predict the reactants needed to synthesize it. The reactants are: C[O:2][C:3]1[CH:8]=[CH:7][C:6]([N:9]2[CH:13]=[C:12]([C:14]#[N:15])[CH:11]=[N:10]2)=[CH:5][CH:4]=1.[Cl-].[Cl-].[Cl-].[Al+3].C(S)CCCCCCCCCCC.